The task is: Regression. Given a peptide amino acid sequence and an MHC pseudo amino acid sequence, predict their binding affinity value. This is MHC class I binding data.. This data is from Peptide-MHC class I binding affinity with 185,985 pairs from IEDB/IMGT. (1) The binding affinity (normalized) is 0.0685. The MHC is HLA-A02:01 with pseudo-sequence HLA-A02:01. The peptide sequence is VPLDEDFRKY. (2) The peptide sequence is HSDTAKAFA. The MHC is HLA-A01:01 with pseudo-sequence HLA-A01:01. The binding affinity (normalized) is 0.0847. (3) The peptide sequence is YAKKFKTGM. The MHC is HLA-A03:01 with pseudo-sequence HLA-A03:01. The binding affinity (normalized) is 0.0847.